From a dataset of Reaction yield outcomes from USPTO patents with 853,638 reactions. Predict the reaction yield, written as a fraction of the theoretical maximum amount of product (1.0 means a 100% yield; for example, 0.34 means a 34% yield). (1) The reactants are [CH3:1][O:2][C:3](=[O:22])[C@H:4]([C@@H:19]([CH3:21])[OH:20])[NH:5][C:6](=O)[C:7]1[CH:12]=[CH:11][C:10]([N+:13]([O-:15])=[O:14])=[C:9]([O:16][CH3:17])[CH:8]=1.CC[N+](S(N=C(OC)[O-])(=O)=O)(CC)CC. The catalyst is C1COCC1. The product is [CH3:17][O:16][C:9]1[CH:8]=[C:7]([C:6]2[O:20][CH:19]([CH3:21])[CH:4]([C:3]([O:2][CH3:1])=[O:22])[N:5]=2)[CH:12]=[CH:11][C:10]=1[N+:13]([O-:15])=[O:14]. The yield is 0.850. (2) The reactants are [Br:1][C:2]1[CH:3]=[C:4]2[C:10]([I:11])=[CH:9][NH:8][C:5]2=[N:6][CH:7]=1.[C:12]1([S:18](Cl)(=[O:20])=[O:19])[CH:17]=[CH:16][CH:15]=[CH:14][CH:13]=1.[OH-].[Na+].CO. The catalyst is C(Cl)Cl.[N+](CCCC)(CCCC)(CCCC)CCCC.[O-]S(O)(=O)=O. The product is [C:12]1([S:18]([N:8]2[C:5]3=[N:6][CH:7]=[C:2]([Br:1])[CH:3]=[C:4]3[C:10]([I:11])=[CH:9]2)(=[O:20])=[O:19])[CH:17]=[CH:16][CH:15]=[CH:14][CH:13]=1. The yield is 0.970. (3) The reactants are [CH3:1][C:2]1[CH:3]=[C:4]([CH:6]=[CH:7][C:8]=1[C:9]1[N:10]=[C:11]([N:20]2[CH2:25][CH2:24][O:23][CH2:22][C@@H:21]2[CH3:26])[C:12]2[CH2:18][CH2:17][N:16]([CH3:19])[CH2:15][C:13]=2[N:14]=1)[NH2:5].[CH2:27]([N:29]=[C:30]=[O:31])[CH3:28]. No catalyst specified. The product is [CH2:27]([NH:29][C:30]([NH:5][C:4]1[CH:6]=[CH:7][C:8]([C:9]2[N:10]=[C:11]([N:20]3[CH2:25][CH2:24][O:23][CH2:22][C@@H:21]3[CH3:26])[C:12]3[CH2:18][CH2:17][N:16]([CH3:19])[CH2:15][C:13]=3[N:14]=2)=[C:2]([CH3:1])[CH:3]=1)=[O:31])[CH3:28]. The yield is 0.200. (4) The reactants are [O:1]=[C:2]1[CH2:10][C:9]2[C:4](=[CH:5][CH:6]=[C:7]([C:11]([OH:13])=O)[CH:8]=2)[NH:3]1.Cl.CN(C)CCCN=C=NCC.C(N(C(C)C)CC)(C)C.[CH3:35][O:36][C:37]1[CH:44]=[CH:43][CH:42]=[CH:41][C:38]=1[CH2:39][NH2:40]. The catalyst is CN(C)C=O.C(#N)C. The product is [CH3:35][O:36][C:37]1[CH:44]=[CH:43][CH:42]=[CH:41][C:38]=1[CH2:39][NH:40][C:11]([C:7]1[CH:8]=[C:9]2[C:4](=[CH:5][CH:6]=1)[NH:3][C:2](=[O:1])[CH2:10]2)=[O:13]. The yield is 0.330. (5) The catalyst is CO. The yield is 0.990. The reactants are [NH2:1][C:2]1[C:3]([C:24]([NH2:26])=[O:25])=[N:4][C:5]([C:17]2[CH:22]=[CH:21][CH:20]=[C:19]([OH:23])[CH:18]=2)=[N:6][C:7]=1[NH:8][C:9]1[CH:14]=[CH:13][CH:12]=[CH:11][C:10]=1[O:15][CH3:16].N[C:28]1C(C(OCC)=O)=NC(C2C=CC=C(O)C=2)=NC=1NC1C=CC=CC=1OC.N. The product is [OH:23][C:19]1[CH:18]=[C:17]([C:5]2[N:6]=[C:7]3[C:2]([N:1]=[CH:28][N:8]3[C:9]3[CH:14]=[CH:13][CH:12]=[CH:11][C:10]=3[O:15][CH3:16])=[C:3]([C:24]([NH2:26])=[O:25])[N:4]=2)[CH:22]=[CH:21][CH:20]=1. (6) The reactants are [C:1]1([C:7]2[CH:36]=[CH:35][CH:34]=[CH:33][C:8]=2[CH2:9][CH:10]([CH2:14][CH2:15][CH:16]([CH2:20][C:21]2[CH:26]=[CH:25][CH:24]=[CH:23][C:22]=2[C:27]2[CH:32]=[CH:31][CH:30]=[CH:29][CH:28]=2)[C:17](O)=[O:18])[C:11](O)=[O:12])[CH:6]=[CH:5][CH:4]=[CH:3][CH:2]=1.O=S(Cl)[Cl:39].[ClH:41]. No catalyst specified. The product is [C:1]1([C:7]2[CH:36]=[CH:35][CH:34]=[CH:33][C:8]=2[CH2:9][CH:10]([CH2:14][CH2:15][CH:16]([CH2:20][C:21]2[CH:26]=[CH:25][CH:24]=[CH:23][C:22]=2[C:27]2[CH:32]=[CH:31][CH:30]=[CH:29][CH:28]=2)[C:17]([Cl:39])=[O:18])[C:11]([Cl:41])=[O:12])[CH:6]=[CH:5][CH:4]=[CH:3][CH:2]=1. The yield is 1.00. (7) The reactants are [NH:1]1[C:5]([C@@H:6]([NH:10]C(=O)OC(C)(C)C)[CH2:7][C:8]#[CH:9])=[N:4][CH:3]=[N:2]1.CO.[ClH:20]. No catalyst specified. The product is [ClH:20].[NH:1]1[C:5]([C@@H:6]([NH2:10])[CH2:7][C:8]#[CH:9])=[N:4][CH:3]=[N:2]1. The yield is 0.890.